The task is: Predict the reaction yield, written as a fraction of the theoretical maximum amount of product (1.0 means a 100% yield; for example, 0.34 means a 34% yield).. This data is from Reaction yield outcomes from USPTO patents with 853,638 reactions. (1) The reactants are Cl[C:2]1[CH:8]=[C:7]([C:9]([F:12])([F:11])[F:10])[CH:6]=[CH:5][C:3]=1[NH2:4].[C:13](=[S:18])(OCC)[S-].[K+].[ClH:20]. The catalyst is CN(C=O)C. The product is [Cl:20][C:13]1[S:18][C:2]2[CH:8]=[C:7]([C:9]([F:12])([F:11])[F:10])[CH:6]=[CH:5][C:3]=2[N:4]=1. The yield is 0.990. (2) The reactants are [CH3:1][O:2][C:3]1[CH:8]=[CH:7][C:6]([S:9]([N:12]2[CH2:17][CH2:16][N:15]([C:18](=[S:20])[NH2:19])[CH2:14][CH2:13]2)(=[O:11])=[O:10])=[CH:5][CH:4]=1.C([O-])(O)=O.[Na+].Cl[CH2:27][C:28](=O)[CH2:29][C:30]1[CH:31]=[C:32]([CH:35]=[CH:36][CH:37]=1)[C:33]#[N:34].CCCCCC.CCOC(C)=O. The catalyst is CCO.CCOC(C)=O.O. The product is [CH3:1][O:2][C:3]1[CH:4]=[CH:5][C:6]([S:9]([N:12]2[CH2:13][CH2:14][N:15]([C:18]3[S:20][CH:27]=[C:28]([CH2:29][C:30]4[CH:31]=[C:32]([CH:35]=[CH:36][CH:37]=4)[C:33]#[N:34])[N:19]=3)[CH2:16][CH2:17]2)(=[O:10])=[O:11])=[CH:7][CH:8]=1. The yield is 0.140. (3) The reactants are Br[C:2]1[C:3]([CH3:15])=[C:4]([O:13][CH3:14])[C:5]2[O:9][CH:8]([CH3:10])[CH2:7][C:6]=2[C:11]=1[CH3:12].[CH3:16][O:17][C:18]1[CH:19]=[C:20]([N:24]2[CH2:29][CH2:28][NH:27][CH2:26][CH2:25]2)[CH:21]=[CH:22][CH:23]=1. No catalyst specified. The product is [CH3:16][O:17][C:18]1[CH:19]=[C:20]([N:24]2[CH2:29][CH2:28][N:27]([C:2]3[C:3]([CH3:15])=[C:4]([O:13][CH3:14])[C:5]4[O:9][CH:8]([CH3:10])[CH2:7][C:6]=4[C:11]=3[CH3:12])[CH2:26][CH2:25]2)[CH:21]=[CH:22][CH:23]=1. The yield is 0.440. (4) The reactants are [CH3:1][C:2]1[CH:3]=[CH:4][C:5]2[S:9][C:8]([S:10](Cl)(=[O:12])=[O:11])=[CH:7][C:6]=2[CH:14]=1.N1C=CC=CC=1.[NH2:21][C:22]1[CH:23]=[C:24]([CH:28]=[CH:29][CH:30]=1)[C:25]([OH:27])=[O:26]. No catalyst specified. The product is [CH3:1][C:2]1[CH:3]=[CH:4][C:5]2[S:9][C:8]([S:10]([NH:21][C:22]3[CH:23]=[C:24]([CH:28]=[CH:29][CH:30]=3)[C:25]([OH:27])=[O:26])(=[O:12])=[O:11])=[CH:7][C:6]=2[CH:14]=1. The yield is 0.660. (5) The reactants are C(OC(=O)[NH:7][CH:8]1[CH2:13][CH2:12][N:11]([CH2:14][C:15]2[CH:20]=[CH:19][C:18]([O:21][CH3:22])=[C:17]([O:23][CH2:24][CH3:25])[CH:16]=2)[CH2:10][CH2:9]1)(C)(C)C. The catalyst is C(O)C.Cl.O1CCOCC1. The product is [CH2:24]([O:23][C:17]1[CH:16]=[C:15]([CH:20]=[CH:19][C:18]=1[O:21][CH3:22])[CH2:14][N:11]1[CH2:10][CH2:9][CH:8]([NH2:7])[CH2:13][CH2:12]1)[CH3:25]. The yield is 0.890. (6) The yield is 0.210. The reactants are [N:1]1([S:7]([C:10]2[CH:15]=[CH:14][C:13]([CH2:16][C:17]([OH:19])=O)=[CH:12][CH:11]=2)(=[O:9])=[O:8])[CH2:6][CH2:5][CH2:4][CH2:3][CH2:2]1.CCN=C=NCCCN(C)C.Cl.[NH2:32][C:33]1[CH:38]=[C:37]([Cl:39])[CH:36]=[CH:35][C:34]=1[C:40]1[NH:44][C:43](=[O:45])[O:42][N:41]=1. The catalyst is ClCCl.CN(C1C=CN=CC=1)C. The product is [Cl:39][C:37]1[CH:36]=[CH:35][C:34]([C:40]2[NH:44][C:43](=[O:45])[O:42][N:41]=2)=[C:33]([NH:32][C:17](=[O:19])[CH2:16][C:13]2[CH:12]=[CH:11][C:10]([S:7]([N:1]3[CH2:2][CH2:3][CH2:4][CH2:5][CH2:6]3)(=[O:8])=[O:9])=[CH:15][CH:14]=2)[CH:38]=1.